This data is from Peptide-MHC class I binding affinity with 185,985 pairs from IEDB/IMGT. The task is: Regression. Given a peptide amino acid sequence and an MHC pseudo amino acid sequence, predict their binding affinity value. This is MHC class I binding data. (1) The peptide sequence is NQQVTNSKY. The MHC is HLA-B39:01 with pseudo-sequence HLA-B39:01. The binding affinity (normalized) is 0.0847. (2) The peptide sequence is ADDSIVTGI. The MHC is H-2-Kk with pseudo-sequence H-2-Kk. The binding affinity (normalized) is 0.216.